This data is from Reaction yield outcomes from USPTO patents with 853,638 reactions. The task is: Predict the reaction yield, written as a fraction of the theoretical maximum amount of product (1.0 means a 100% yield; for example, 0.34 means a 34% yield). (1) The reactants are [CH3:1][S:2]([NH:5][NH2:6])(=[O:4])=[O:3].CCN(C(C)C)C(C)C.C[O:17][C:18](=O)[C:19]1[CH:24]=[C:23]([C:25]2[N:26]([CH3:30])[N:27]=[CH:28][CH:29]=2)[C:22]([CH:31]([CH3:33])[CH3:32])=[CH:21][C:20]=1[NH:34][C:35](OC1C=CC(Cl)=CC=1)=[O:36]. The catalyst is O1CCOCC1. The product is [CH:31]([C:22]1[CH:21]=[C:20]2[C:19]([C:18](=[O:17])[N:6]([NH:5][S:2]([CH3:1])(=[O:4])=[O:3])[C:35](=[O:36])[NH:34]2)=[CH:24][C:23]=1[C:25]1[N:26]([CH3:30])[N:27]=[CH:28][CH:29]=1)([CH3:33])[CH3:32]. The yield is 0.480. (2) The reactants are O.C1(C)C=CC(S(O)(=O)=O)=CC=1.[C:13]1([CH2:19][CH2:20][C@H:21]([O:45]C2CCCCO2)/[CH:22]=[CH:23]/[C@@H:24]2[C@@H:36]3[C@@H:27]([O:28][C:29](=[O:37])[CH2:30][CH2:31][CH2:32][CH:33]=[CH:34][CH2:35]3)[CH2:26][C@H:25]2[O:38]C2CCCCO2)[CH:18]=[CH:17][CH:16]=[CH:15][CH:14]=1. The catalyst is CO. The product is [OH:38][C@@H:25]1[CH2:26][C@@H:27]2[O:28][C:29](=[O:37])[CH2:30][CH2:31][CH2:32][CH:33]=[CH:34][CH2:35][C@@H:36]2[C@H:24]1/[CH:23]=[CH:22]/[C@@H:21]([OH:45])[CH2:20][CH2:19][C:13]1[CH:14]=[CH:15][CH:16]=[CH:17][CH:18]=1. The yield is 0.565. (3) The reactants are [F:1][C:2]1[CH:3]=[C:4]([S:8]([C:11]2[CH:16]=[CH:15][C:14]([N:17]3[CH2:23][CH2:22][CH2:21][NH:20][CH2:19][CH2:18]3)=[CH:13][C:12]=2[N+:24]([O-:26])=[O:25])(=[O:10])=[O:9])[CH:5]=[CH:6][CH:7]=1.[OH-].[Na+].[C:29](O[C:29]([O:31][C:32]([CH3:35])([CH3:34])[CH3:33])=[O:30])([O:31][C:32]([CH3:35])([CH3:34])[CH3:33])=[O:30].Cl. The catalyst is C1COCC1.O.C(Cl)Cl. The product is [F:1][C:2]1[CH:3]=[C:4]([S:8]([C:11]2[CH:16]=[CH:15][C:14]([N:17]3[CH2:23][CH2:22][CH2:21][N:20]([C:29]([O:31][C:32]([CH3:35])([CH3:34])[CH3:33])=[O:30])[CH2:19][CH2:18]3)=[CH:13][C:12]=2[N+:24]([O-:26])=[O:25])(=[O:10])=[O:9])[CH:5]=[CH:6][CH:7]=1. The yield is 0.990. (4) The reactants are [O:1]=[C:2]1[C:10]2([CH2:14][O:13][C:12]3[CH:15]=[C:16]4[C:20](=[CH:21][C:11]2=3)[CH2:19][CH2:18][CH2:17]4)[C:9]2[C:4](=[CH:5][CH:6]=[CH:7][CH:8]=2)[N:3]1[CH2:22][C:23]([O:25]CC)=[O:24].O=C1C2(C3=CC4OCOC=4C=C3OC2)C2C(=CC=CC=2)N1CC(OCC)=O. No catalyst specified. The product is [O:1]=[C:2]1[C:10]2([CH2:14][O:13][C:12]3[CH:15]=[C:16]4[C:20](=[CH:21][C:11]2=3)[CH2:19][CH2:18][CH2:17]4)[C:9]2[C:4](=[CH:5][CH:6]=[CH:7][CH:8]=2)[N:3]1[CH2:22][C:23]([OH:25])=[O:24]. The yield is 0.740. (5) The catalyst is CC(O)C. The yield is 0.620. The product is [Br:11][C:12]1[CH:17]=[C:16]([O:18][CH3:19])[CH:15]=[CH:14][C:13]=1[O:20]/[C:1](=[CH:2]\[C:3]([O:5][CH2:22][CH3:23])=[O:4])/[C:6]([O:8][CH2:9][CH3:10])=[O:7]. The reactants are [C:1]([C:6]([O:8][CH2:9][CH3:10])=[O:7])#[C:2][C:3]([O-:5])=[O:4].[Br:11][C:12]1[CH:17]=[C:16]([O:18][CH3:19])[CH:15]=[CH:14][C:13]=1[OH:20].[F-].[CH2:22]([N+](CCCC)(CCCC)CCCC)[CH2:23]CC. (6) The reactants are [O:1]1[CH:5]=[CH:4][CH:3]=[C:2]1[C:6]1[CH:11]=[C:10]([S:12][CH3:13])[N:9]=[C:8]([NH2:14])[N:7]=1.C1(C2[O:23]N2S(C2C=CC=CC=2)(=O)=O)C=CC=CC=1. The catalyst is ClCCl. The product is [O:1]1[CH:5]=[CH:4][CH:3]=[C:2]1[C:6]1[CH:11]=[C:10]([S:12]([CH3:13])=[O:23])[N:9]=[C:8]([NH2:14])[N:7]=1. The yield is 0.900. (7) The reactants are [Br:1][C:2]1[C:3](Cl)=[N:4][CH:5]=[C:6]([N+:8]([O-:10])=[O:9])[CH:7]=1.[F:12][C:13]1[CH:19]=[CH:18][C:16]([NH2:17])=[CH:15][CH:14]=1. The catalyst is CS(C)=O. The product is [Br:1][C:2]1[C:3]([NH:17][C:16]2[CH:18]=[CH:19][C:13]([F:12])=[CH:14][CH:15]=2)=[N:4][CH:5]=[C:6]([N+:8]([O-:10])=[O:9])[CH:7]=1. The yield is 0.810. (8) The yield is 0.650. The catalyst is O1CCOCC1.[Cu]I. The product is [C:1]([O:5][C:6]([N:8]1[CH2:12][CH2:11][CH2:10][C@@H:9]1[CH2:13][O:14][C:15]1[CH:20]=[CH:19][C:18]([O:21][C:23]2[CH:24]=[CH:25][C:26]([C:29]3[O:33][CH:32]=[N:31][CH:30]=3)=[CH:27][CH:28]=2)=[CH:17][CH:16]=1)=[O:7])([CH3:4])([CH3:2])[CH3:3]. The reactants are [C:1]([O:5][C:6]([N:8]1[CH2:12][CH2:11][CH2:10][C@@H:9]1[CH2:13][O:14][C:15]1[CH:20]=[CH:19][C:18]([OH:21])=[CH:17][CH:16]=1)=[O:7])([CH3:4])([CH3:3])[CH3:2].Br[C:23]1[CH:28]=[CH:27][C:26]([C:29]2[O:33][CH:32]=[N:31][CH:30]=2)=[CH:25][CH:24]=1.C(=O)([O-])[O-].[Cs+].[Cs+].CN(C)CC(O)=O.Cl. (9) The catalyst is CS(C)=O. The product is [Br:1][C:2]1[CH:3]=[C:4]([N:12]([CH2:19][CH3:20])[CH:13]2[CH2:18][CH2:17][O:16][CH2:15][CH2:14]2)[C:5]([CH3:11])=[C:6]([CH:10]=1)[C:7]([NH:22][CH2:23][C:24]1[C:25](=[O:32])[NH:26][C:27]([CH3:31])=[CH:28][C:29]=1[CH3:30])=[O:9]. The reactants are [Br:1][C:2]1[CH:3]=[C:4]([N:12]([CH2:19][CH3:20])[CH:13]2[CH2:18][CH2:17][O:16][CH2:15][CH2:14]2)[C:5]([CH3:11])=[C:6]([CH:10]=1)[C:7]([OH:9])=O.Cl.[NH2:22][CH2:23][C:24]1[C:25](=[O:32])[NH:26][C:27]([CH3:31])=[CH:28][C:29]=1[CH3:30].C1CN([P+](ON2N=NC3C=CC=CC2=3)(N2CCCC2)N2CCCC2)CC1.F[P-](F)(F)(F)(F)F.CCN(C(C)C)C(C)C. The yield is 0.820.